The task is: Predict the reaction yield, written as a fraction of the theoretical maximum amount of product (1.0 means a 100% yield; for example, 0.34 means a 34% yield).. This data is from Reaction yield outcomes from USPTO patents with 853,638 reactions. (1) The reactants are [CH2:1]([N:8]1[C:17](=[O:18])[C:16]2[C:11](=[CH:12][CH:13]=[C:14]([C:19](O)=[O:20])[CH:15]=2)[N:10]([CH3:22])[C:9]1=[O:23])[C:2]1[CH:7]=[CH:6][CH:5]=[CH:4][CH:3]=1.[CH2:24]([NH2:34])[C:25]1[CH:33]=[CH:32][C:31]2[O:30][CH2:29][O:28][C:27]=2[CH:26]=1.[B-](F)(F)(F)F.CCOC(C(C#N)=NOC(N(C)C)=[N+](C)C)=O.C(N(CC)C(C)C)(C)C. The catalyst is ClCCl.CS(C)=O.C(Cl)Cl.CC(C)=O.CN(C)C=O. The product is [O:30]1[C:31]2[CH:32]=[CH:33][C:25]([CH2:24][NH:34][C:19]([C:14]3[CH:15]=[C:16]4[C:11](=[CH:12][CH:13]=3)[N:10]([CH3:22])[C:9](=[O:23])[N:8]([CH2:1][C:2]3[CH:3]=[CH:4][CH:5]=[CH:6][CH:7]=3)[C:17]4=[O:18])=[O:20])=[CH:26][C:27]=2[O:28][CH2:29]1. The yield is 0.546. (2) The reactants are [F:1][C:2]1[CH:7]=[CH:6][C:5]([C:8]2[CH:13]=[CH:12][N:11]=[CH:10][CH:9]=2)=[CH:4][C:3]=1[C:14]([F:17])([F:16])[F:15].[OH:18]O. The catalyst is ClCCl.O.C[Re](=O)(=O)=O.[O-2].[Mn+4].[O-2]. The product is [F:1][C:2]1[CH:7]=[CH:6][C:5]([C:8]2[CH:9]=[CH:10][N+:11]([O-:18])=[CH:12][CH:13]=2)=[CH:4][C:3]=1[C:14]([F:17])([F:15])[F:16]. The yield is 0.940.